From a dataset of Reaction yield outcomes from USPTO patents with 853,638 reactions. Predict the reaction yield, written as a fraction of the theoretical maximum amount of product (1.0 means a 100% yield; for example, 0.34 means a 34% yield). The reactants are [C:1]([O:5][C:6]([N:8]1[CH2:13][CH2:12][CH:11]([C:14]([OH:16])=O)[CH2:10][CH2:9]1)=[O:7])([CH3:4])([CH3:3])[CH3:2].ON1C2C=CC=CC=2N=N1.CN1CCOCC1.Cl.CN(C)CCCN=C=N.O[N:45]=[C:46]([NH2:56])[CH2:47][C:48]1[CH:53]=[CH:52][C:51]([S:54][CH3:55])=[CH:50][CH:49]=1. The catalyst is ClCCl.O1CCOCC1. The product is [CH3:55][S:54][C:51]1[CH:50]=[CH:49][C:48]([CH2:47][C:46]2[N:45]=[C:14]([CH:11]3[CH2:10][CH2:9][N:8]([C:6]([O:5][C:1]([CH3:2])([CH3:3])[CH3:4])=[O:7])[CH2:13][CH2:12]3)[O:16][N:56]=2)=[CH:53][CH:52]=1. The yield is 0.540.